From a dataset of Full USPTO retrosynthesis dataset with 1.9M reactions from patents (1976-2016). Predict the reactants needed to synthesize the given product. (1) Given the product [F:17][C:13]1[CH:12]=[C:11]2[C:16]([C:8]([C:5]3[CH:4]=[CH:3][C:2]([NH:27][CH2:28][CH2:29][OH:30])=[N:7][CH:6]=3)=[CH:9][NH:10]2)=[CH:15][CH:14]=1, predict the reactants needed to synthesize it. The reactants are: Cl[C:2]1[N:7]=[CH:6][C:5]([C:8]2[C:16]3[C:11](=[CH:12][C:13]([F:17])=[CH:14][CH:15]=3)[N:10](S(C3C=CC=CC=3)(=O)=O)[CH:9]=2)=[CH:4][CH:3]=1.[NH2:27][CH2:28][CH2:29][OH:30]. (2) The reactants are: [NH2:1][C:2]1[C:3]2[N:4]([C:8]([C@@H:26]3[CH2:30][CH2:29][CH2:28][NH:27]3)=[N:9][C:10]=2[C:11]2[CH:25]=[CH:24][C:14]([C:15]([NH:17][C:18]3[CH:23]=[CH:22][CH:21]=[CH:20][N:19]=3)=[O:16])=[CH:13][CH:12]=2)[CH:5]=[CH:6][N:7]=1.[CH3:31][O:32][CH2:33][C:34]#[C:35][C:36](O)=[O:37]. Given the product [NH2:1][C:2]1[C:3]2[N:4]([C:8]([C@@H:26]3[CH2:30][CH2:29][CH2:28][N:27]3[C:36](=[O:37])[C:35]#[C:34][CH2:33][O:32][CH3:31])=[N:9][C:10]=2[C:11]2[CH:25]=[CH:24][C:14]([C:15]([NH:17][C:18]3[CH:23]=[CH:22][CH:21]=[CH:20][N:19]=3)=[O:16])=[CH:13][CH:12]=2)[CH:5]=[CH:6][N:7]=1, predict the reactants needed to synthesize it. (3) Given the product [CH3:1][O:2][C:3]1[CH:4]=[CH:5][C:6]([CH2:7][NH:8][C:9]2[CH:14]=[C:13]([O:15][C:16]3[CH:25]=[C:24]4[C:19]([CH2:20][CH2:21][CH:22]([C:26]([OH:28])=[O:27])[CH2:23]4)=[CH:18][CH:17]=3)[CH:12]=[CH:11][N:10]=2)=[CH:30][CH:31]=1, predict the reactants needed to synthesize it. The reactants are: [CH3:1][O:2][C:3]1[CH:31]=[CH:30][C:6]([CH2:7][NH:8][C:9]2[CH:14]=[C:13]([O:15][C:16]3[CH:25]=[C:24]4[C:19]([CH2:20][CH2:21][CH:22]([C:26]([OH:28])=[O:27])[CH2:23]4)=[CH:18][CH:17]=3)[CH:12]=[CH:11][N+:10]=2[O-])=[CH:5][CH:4]=1.C(O)(C)C. (4) The reactants are: Cl[C:2]1[C:3]2[C:10]([C:11]3[CH:16]=[CH:15][CH:14]=[CH:13][CH:12]=3)=[C:9]([C:17]([O:19][CH3:20])=[O:18])[S:8][C:4]=2[N:5]=[CH:6][N:7]=1.C(N(C(C)C)CC)(C)C.[N:30]1([CH2:35][CH2:36][O:37][CH2:38][CH:39]2[CH2:44][CH2:43][NH:42][CH2:41][CH2:40]2)[CH2:34][CH2:33][CH2:32][CH2:31]1. Given the product [C:11]1([C:10]2[C:3]3[C:2]([N:42]4[CH2:43][CH2:44][CH:39]([CH2:38][O:37][CH2:36][CH2:35][N:30]5[CH2:34][CH2:33][CH2:32][CH2:31]5)[CH2:40][CH2:41]4)=[N:7][CH:6]=[N:5][C:4]=3[S:8][C:9]=2[C:17]([O:19][CH3:20])=[O:18])[CH:16]=[CH:15][CH:14]=[CH:13][CH:12]=1, predict the reactants needed to synthesize it. (5) Given the product [Cl:43][CH:42]([Cl:44])[CH2:41][C@H:37]([NH:36][C:34]([C:26]1[S:25][C:29]2[CH:30]=[CH:31][CH:32]=[CH:33][C:28]=2[CH:27]=1)=[O:35])[C:38]([NH:2][CH2:3][CH2:4][CH2:5][NH:6][S:16]([C:10]1[CH:11]=[CH:12][C:13]([Cl:15])=[CH:14][C:9]=1[Cl:8])(=[O:18])=[O:17])=[O:40].[S:25]1[C:29]2[CH:30]=[CH:31][CH:32]=[CH:33][C:28]=2[CH:27]=[C:26]1[C:34]([NH:36][C@@H:37]([CH2:41][CH:42]([Cl:43])[Cl:44])[C:38]([OH:40])=[O:39])=[O:35], predict the reactants needed to synthesize it. The reactants are: C[NH:2][CH2:3][CH2:4][CH2:5][NH:6]C.[Cl:8][C:9]1[CH:14]=[C:13]([Cl:15])[CH:12]=[CH:11][C:10]=1[S:16](Cl)(=[O:18])=[O:17].S(Cl)(Cl)(=O)=O.[S:25]1[C:29]2[CH:30]=[CH:31][CH:32]=[CH:33][C:28]=2[CH:27]=[C:26]1[C:34]([NH:36][C@@H:37]([CH2:41][CH:42]([Cl:44])[Cl:43])[C:38]([OH:40])=[O:39])=[O:35].CN1C2C(=CC=CC=2)C=C1C(N[C@H](C(O)=O)CC(C)C)=O.N[C@@H](CC(Cl)Cl)C(O)=O. (6) Given the product [Br:1][C:2]1[CH:3]=[C:4]([C:7]([N:20]2[CH2:19][CH2:18][N:17]([C:15]([O:14][C:10]([CH3:13])([CH3:12])[CH3:11])=[O:16])[CH2:22][CH2:21]2)=[O:9])[NH:5][CH:6]=1, predict the reactants needed to synthesize it. The reactants are: [Br:1][C:2]1[CH:3]=[C:4]([C:7]([OH:9])=O)[NH:5][CH:6]=1.[C:10]([O:14][C:15]([N:17]1[CH2:22][CH2:21][NH:20][CH2:19][CH2:18]1)=[O:16])([CH3:13])([CH3:12])[CH3:11].F[P-](F)(F)(F)(F)F.N1(O[P+](N(C)C)(N(C)C)N(C)C)C2C=CC=CC=2N=N1.CCN(C(C)C)C(C)C.